From a dataset of HIV replication inhibition screening data with 41,000+ compounds from the AIDS Antiviral Screen. Binary Classification. Given a drug SMILES string, predict its activity (active/inactive) in a high-throughput screening assay against a specified biological target. (1) The molecule is CCCCN(CCCC)C(=O)C(=O)C(C(=O)C(=O)OC)c1nc2ccccc2o1. The result is 0 (inactive). (2) The molecule is COCC1C(=O)NCC(=O)N2N=CCCC2C(=O)N(O)C(C)C(=O)OC(C(C)C)C(NC(=O)C(C)(O)C2(O)CCC(CC(C)C)C(C)O2)C(=O)N2NCCCC2C(=O)N1O. The result is 0 (inactive). (3) The compound is CC1(Cc2ccccc2)C(=O)N2C(CO)C(c3ccccc3)OC2(C)c2ccccc21. The result is 0 (inactive). (4) The molecule is COC(=O)c1ccccc1C=C1Cc2ccc3ccccc3c2C1C. The result is 0 (inactive).